Predict the reaction yield, written as a fraction of the theoretical maximum amount of product (1.0 means a 100% yield; for example, 0.34 means a 34% yield). From a dataset of Reaction yield outcomes from USPTO patents with 853,638 reactions. (1) The reactants are [NH:1]1[C:10]2[C:5](=[CH:6][CH:7]=[CH:8][CH:9]=2)[CH2:4][CH2:3][CH2:2]1.[Br:11][CH2:12][CH2:13][CH2:14]Br.C([O-])([O-])=O.[Na+].[Na+]. The catalyst is CN(C=O)C.C(OCC)(=O)C. The product is [N:1]1([CH2:14][CH2:13][CH2:12][Br:11])[C:10]2[C:5](=[CH:6][CH:7]=[CH:8][CH:9]=2)[CH2:4][CH2:3][CH2:2]1. The yield is 0.370. (2) The reactants are [Cl:1][C:2]1[S:9][C:8]2[CH:7]=[C:6]([C:10]([OH:12])=O)[NH:5][C:4]=2[C:3]=1[Cl:13].Cl.[NH2:15][C@@H:16]1[CH2:24][C:23]2[C:18](=[CH:19][CH:20]=[CH:21][CH:22]=2)[C@H:17]1[CH2:25][C:26]([O:28][CH3:29])=[O:27].C(N(CC)CC)C.C1C=CC2N(O)N=NC=2C=1.CCN=C=NCCCN(C)C. The catalyst is CN(C=O)C. The product is [Cl:1][C:2]1[S:9][C:8]2[CH:7]=[C:6]([C:10]([NH:15][C@@H:16]3[CH2:24][C:23]4[C:18](=[CH:19][CH:20]=[CH:21][CH:22]=4)[C@H:17]3[CH2:25][C:26]([O:28][CH3:29])=[O:27])=[O:12])[NH:5][C:4]=2[C:3]=1[Cl:13]. The yield is 0.940. (3) The reactants are [CH3:1][C:2]1[C:6]2[CH:7]=[CH:8][CH:9]=[CH:10][C:5]=2[S:4][CH:3]=1.[CH:11]1([C:16](Cl)=[O:17])[CH2:15][CH2:14][CH2:13][CH2:12]1.[N+](C)([O-])=O.[Cl-].[Al+3].[Cl-].[Cl-]. The yield is 0.930. The product is [CH:11]1([C:16]([C:3]2[S:4][C:5]3[CH:10]=[CH:9][CH:8]=[CH:7][C:6]=3[C:2]=2[CH3:1])=[O:17])[CH2:15][CH2:14][CH2:13][CH2:12]1. The catalyst is O. (4) The reactants are C([O:3][C:4]([C:6]1[C:7]([CH3:29])=[C:8]([C:22]([O:24][C:25]([CH3:28])([CH3:27])[CH3:26])=[O:23])[NH:9][C:10]=1[CH2:11][CH2:12][CH2:13][NH:14][CH2:15][CH2:16][N:17]1[CH2:21][CH2:20][CH2:19][CH2:18]1)=O)C.C[Al](C)C. The catalyst is C1(C)C=CC=CC=1. The product is [C:25]([O:24][C:22]([C:8]1[NH:9][C:10]2[CH2:11][CH2:12][CH2:13][N:14]([CH2:15][CH2:16][N:17]3[CH2:21][CH2:20][CH2:19][CH2:18]3)[C:4](=[O:3])[C:6]=2[C:7]=1[CH3:29])=[O:23])([CH3:28])([CH3:27])[CH3:26]. The yield is 0.650. (5) The yield is 0.730. The catalyst is C1C=CC=CC=1.CCCCCC.C(OCC)(=O)C. The reactants are FC([I:12])(C1C=CC=CC=1)C(O)=O.[F:13][C:14]1[CH:19]=[C:18](I)[CH:17]=[CH:16][C:15]=1[CH2:21][C:22](O)=O.S(=O)(=O)(O)O.[OH2:30].[CH2:31]([OH:33])[CH3:32]. The product is [C:31]([O:33][C:19]1[CH:18]=[CH:17][C:16]([I:12])=[C:15]([CH2:21][CH3:22])[C:14]=1[F:13])(=[O:30])[CH3:32].